This data is from Catalyst prediction with 721,799 reactions and 888 catalyst types from USPTO. The task is: Predict which catalyst facilitates the given reaction. (1) Reactant: C1(C)C=CC=CC=1.[CH3:8][C:9]([OH:48])([C:11]1[CH:12]=[CH:13][CH:14]=[CH:15][C:16]=1[CH2:17][CH2:18][C@@H:19]([S:39][CH2:40][C:41]1([CH2:44][C:45]([OH:47])=[O:46])[CH2:43][CH2:42]1)[C:20]1[CH:21]=[CH:22][CH:23]=[C:24](/[CH:26]=[CH:27]/[C:28]2[CH:29]=[CH:30][C:31]3[CH:32]=[CH:33][C:34]([Cl:38])=[CH:35][C:36]=3[N:37]=2)[CH:25]=1)[CH3:10].[OH-].[Na+:50].CCCCCCC. Product: [CH3:10][C:9]([OH:48])([C:11]1[CH:12]=[CH:13][CH:14]=[CH:15][C:16]=1[CH2:17][CH2:18][C@@H:19]([S:39][CH2:40][C:41]1([CH2:44][C:45]([O-:47])=[O:46])[CH2:42][CH2:43]1)[C:20]1[CH:21]=[CH:22][CH:23]=[C:24](/[CH:26]=[CH:27]/[C:28]2[CH:29]=[CH:30][C:31]3[CH:32]=[CH:33][C:34]([Cl:38])=[CH:35][C:36]=3[N:37]=2)[CH:25]=1)[CH3:8].[Na+:50]. The catalyst class is: 5. (2) Reactant: C([O:4][C:5]1[CH:10]=[CH:9][C:8]([C:11](=[O:13])[CH3:12])=[CH:7][CH:6]=1)(=O)C.[CH3:14][Mg]Cl. Product: [OH:13][C:11]([C:8]1[CH:7]=[CH:6][C:5]([OH:4])=[CH:10][CH:9]=1)([CH3:12])[CH3:14]. The catalyst class is: 1. (3) Reactant: N(C(OC(C)(C)C)=O)=NC(OC(C)(C)C)=O.C1(P(C2C=CC=CC=2)C2C=CC=CC=2)C=CC=CC=1.[C:36]1([OH:42])[CH:41]=[CH:40][CH:39]=[CH:38][CH:37]=1.[C:43]1([CH2:49][N:50]2[CH2:55][CH2:54][N:53]3[N:56]=[C:57]([CH2:59]O)[CH:58]=[C:52]3[CH2:51]2)[CH:48]=[CH:47][CH:46]=[CH:45][CH:44]=1. Product: [O:42]([CH2:59][C:57]1[CH:58]=[C:52]2[CH2:51][N:50]([CH2:49][C:43]3[CH:44]=[CH:45][CH:46]=[CH:47][CH:48]=3)[CH2:55][CH2:54][N:53]2[N:56]=1)[C:36]1[CH:41]=[CH:40][CH:39]=[CH:38][CH:37]=1. The catalyst class is: 1. (4) Reactant: [N+:1]([C:4]1[CH:9]=[CH:8][C:7]([C:10](=[NH:13])[NH:11][NH2:12])=[CH:6][CH:5]=1)([O-:3])=[O:2].[F:14][C:15]1([F:27])[C:20]([F:22])([F:21])[C:19]([F:24])([F:23])[C:18](=O)[O:17][C:16]1=[O:26].C(#N)C. Product: [F:14][C:15]([F:27])([C:20]([F:21])([F:22])[C:19]([F:24])([F:23])[C:18]1[NH:13][C:10]([C:7]2[CH:6]=[CH:5][C:4]([N+:1]([O-:3])=[O:2])=[CH:9][CH:8]=2)=[N:11][N:12]=1)[C:16]([OH:26])=[O:17]. The catalyst class is: 4. (5) Reactant: [NH2:1][C@@H:2]1[CH2:7][CH2:6][CH2:5][CH2:4][C@H:3]1[NH2:8].[N:9]1[CH:14]=[CH:13][CH:12]=[CH:11][C:10]=1[CH:15]=O. Product: [N:9]1[CH:14]=[CH:13][CH:12]=[CH:11][C:10]=1[CH:15]=[N:1][C@@H:2]1[CH2:7][CH2:6][CH2:5][CH2:4][C@H:3]1[N:8]=[CH:15][C:10]1[CH:11]=[CH:12][CH:13]=[CH:14][N:9]=1. The catalyst class is: 5. (6) Reactant: [Br-:1].[Br-].[CH3:3][C:4]1[C:13]2[C:8](=[CH:9][CH:10]=[CH:11][CH:12]=2)[N+:7]([CH2:14][CH2:15][CH2:16][N+:17]([CH3:20])([CH3:19])[CH3:18])=[CH:6][CH:5]=1.C(O[C:25](=[O:27])[CH3:26])(=O)C. Product: [Br-:1].[Br-:1].[C:25]([N:7]([CH:6]=[CH:3][C:4]1[C:13]2[C:8](=[CH:9][CH:10]=[CH:11][CH:12]=2)[N+:7]([CH2:14][CH2:15][CH2:16][N+:17]([CH3:18])([CH3:20])[CH3:19])=[CH:6][CH:5]=1)[C:8]1[CH:13]=[CH:12][CH:11]=[CH:10][CH:9]=1)(=[O:27])[CH3:26]. The catalyst class is: 13. (7) Reactant: [C:1]1([CH3:18])[CH:6]=[CH:5][C:4]([C:7](=O)[C:8]([C:10]2[CH:15]=[CH:14][C:13]([CH3:16])=[CH:12][CH:11]=2)=O)=[CH:3][CH:2]=1.[Cl:19][C:20]1[CH:21]=[C:22]([NH2:27])[C:23]([NH2:26])=[N:24][CH:25]=1.C1(C2N=C3CCCN(CCC/C=C/CC(O)=O)C3=NC=2C2C=CC=CC=2)C=CC=CC=1. Product: [Cl:19][C:20]1[CH:25]=[N:24][C:23]2=[N:26][C:8]([C:10]3[CH:15]=[CH:14][C:13]([CH3:16])=[CH:12][CH:11]=3)=[C:7]([C:4]3[CH:5]=[CH:6][C:1]([CH3:18])=[CH:2][CH:3]=3)[N:27]=[C:22]2[CH:21]=1. The catalyst class is: 15.